From a dataset of Full USPTO retrosynthesis dataset with 1.9M reactions from patents (1976-2016). Predict the reactants needed to synthesize the given product. (1) Given the product [O:37]=[C:32]1[CH2:33][CH2:34][CH2:35][CH2:36][N:31]1[C:28]1[CH:27]=[CH:26][C:25]([NH:24][C:21]([C:17]2[CH2:18][CH2:19][CH2:20][C:16]=2[C:12]2[CH:13]=[CH:14][CH:15]=[C:10]([C:8]#[N:9])[CH:11]=2)=[O:23])=[CH:30][CH:29]=1, predict the reactants needed to synthesize it. The reactants are: CN1CCOCC1.[C:8]([C:10]1[CH:11]=[C:12]([C:16]2[CH2:20][CH2:19][CH2:18][C:17]=2[C:21]([OH:23])=O)[CH:13]=[CH:14][CH:15]=1)#[N:9].[NH2:24][C:25]1[CH:30]=[CH:29][C:28]([N:31]2[CH2:36][CH2:35][CH2:34][CH2:33][C:32]2=[O:37])=[CH:27][CH:26]=1.Cl.CN(C)CCCN=C=NCC.O.OC1C2N=NNC=2C=CC=1. (2) The reactants are: Cl[C:2]1[CH:28]=[CH:27][C:5]2[O:6][CH:7]([C:10]([N:12]3[CH2:17][CH2:16][N:15]([CH2:18][C:19]4[CH:24]=[CH:23][C:22]([F:25])=[CH:21][CH:20]=4)[CH2:14][C@H:13]3[CH3:26])=[O:11])[CH2:8][O:9][C:4]=2[CH:3]=1. Given the product [O:6]1[C:5]2[CH:27]=[CH:28][CH:2]=[CH:3][C:4]=2[O:9][CH2:8][CH:7]1[C:10]([N:12]1[CH2:17][CH2:16][N:15]([CH2:18][C:19]2[CH:20]=[CH:21][C:22]([F:25])=[CH:23][CH:24]=2)[CH2:14][C@H:13]1[CH3:26])=[O:11], predict the reactants needed to synthesize it. (3) Given the product [C:20]([NH:16][C:15]1[C:17]([CH3:19])=[CH:18][N:11]([C@@H:4]2[O:5][C@H:6]([CH2:9][OH:10])[C@@H:7]([OH:8])[C@H:3]2[O:2][CH3:1])[C:12](=[O:13])[N:14]=1)(=[O:27])[C:21]1[CH:26]=[CH:25][CH:24]=[CH:23][CH:22]=1, predict the reactants needed to synthesize it. The reactants are: [CH3:1][O:2][C@@H:3]1[C@H:7]([OH:8])[C@@H:6]([CH2:9][OH:10])[O:5][C@H:4]1[N:11]1[CH:18]=[C:17]([CH3:19])[C:15]([NH2:16])=[N:14][C:12]1=[O:13].[C:20](O[C:20](=[O:27])[C:21]1[CH:26]=[CH:25][CH:24]=[CH:23][CH:22]=1)(=[O:27])[C:21]1[CH:26]=[CH:25][CH:24]=[CH:23][CH:22]=1. (4) Given the product [CH3:11][O:10][C:7]1[C:8]([N:9]2[C:27](=[O:28])[C:18]3[C:17](=[CH:22][C:21]([C:23]([OH:25])=[O:24])=[CH:20][CH:19]=3)[NH:14][C:15]2=[S:16])=[C:3]([O:2][CH3:1])[N:4]=[CH:5][N:6]=1, predict the reactants needed to synthesize it. The reactants are: [CH3:1][O:2][C:3]1[C:8]([NH2:9])=[C:7]([O:10][CH3:11])[N:6]=[CH:5][N:4]=1.[H-].[Na+].[N:14]([C:17]1[CH:22]=[C:21]([C:23]([O:25]C)=[O:24])[CH:20]=[CH:19][C:18]=1[C:27](OC)=[O:28])=[C:15]=[S:16]. (5) Given the product [Cl:8][C:9]1[C:10]([S:23][C:24]2[CH:29]=[CH:28][C:27]([Cl:30])=[C:26]([Cl:31])[CH:25]=2)=[CH:11][C:12]([F:22])=[C:13]([CH:21]=1)[C:14]([OH:16])=[O:15], predict the reactants needed to synthesize it. The reactants are: FC(F)(F)C(O)=O.[Cl:8][C:9]1[C:10]([S:23][C:24]2[CH:29]=[CH:28][C:27]([Cl:30])=[C:26]([Cl:31])[CH:25]=2)=[CH:11][C:12]([F:22])=[C:13]([CH:21]=1)[C:14]([O:16]C(C)(C)C)=[O:15].